Dataset: Reaction yield outcomes from USPTO patents with 853,638 reactions. Task: Predict the reaction yield, written as a fraction of the theoretical maximum amount of product (1.0 means a 100% yield; for example, 0.34 means a 34% yield). The reactants are [CH:1]([C:3]1[CH:4]=[C:5]([CH2:9][C:10]([O:12][CH2:13][CH3:14])=[O:11])[CH:6]=[CH:7][CH:8]=1)=[CH2:2]. The catalyst is C(O)C.[Pd]. The product is [CH2:1]([C:3]1[CH:4]=[C:5]([CH2:9][C:10]([O:12][CH2:13][CH3:14])=[O:11])[CH:6]=[CH:7][CH:8]=1)[CH3:2]. The yield is 0.770.